Predict which catalyst facilitates the given reaction. From a dataset of Catalyst prediction with 721,799 reactions and 888 catalyst types from USPTO. (1) Reactant: [CH3:1][O:2][C:3]([C:5]1[S:6][C:7]([C:14]2[CH:19]=[CH:18][CH:17]=[CH:16][CH:15]=2)=[CH:8][C:9]=1[NH:10][CH:11]([CH3:13])[CH3:12])=[O:4].[N:20]([CH:23]1[CH2:28][CH:27]([CH3:29])[CH2:26][CH2:25][CH:24]1[C:30](Cl)=[O:31])=[N+:21]=[N-:22].CC1CCC(C(Cl)=O)=CC1.C([O-])(O)=O.[Na+]. Product: [CH3:1][O:2][C:3]([C:5]1[S:6][C:7]([C:14]2[CH:15]=[CH:16][CH:17]=[CH:18][CH:19]=2)=[CH:8][C:9]=1[N:10]([C:30]([CH:24]1[CH2:25][CH2:26][CH:27]([CH3:29])[CH2:28][CH:23]1[N:20]=[N+:21]=[N-:22])=[O:31])[CH:11]([CH3:13])[CH3:12])=[O:4]. The catalyst class is: 756. (2) Reactant: [Cl:1][C:2]1[CH:7]=[C:6]([N+:8]([O-])=O)[CH:5]=[C:4]([Cl:11])[C:3]=1[N:12]1[CH2:25][C:14]2([CH2:17][N:16]([C:18]([O:20][C:21]([CH3:24])([CH3:23])[CH3:22])=[O:19])[CH2:15]2)[CH2:13]1.C([O-])=O.[NH4+].CO. Product: [C:21]([O:20][C:18]([N:16]1[CH2:17][C:14]2([CH2:13][N:12]([C:3]3[C:2]([Cl:1])=[CH:7][C:6]([NH2:8])=[CH:5][C:4]=3[Cl:11])[CH2:25]2)[CH2:15]1)=[O:19])([CH3:24])([CH3:22])[CH3:23]. The catalyst class is: 739. (3) Reactant: [C:1]([O:5][C:6]([N:8]1[CH2:12][CH2:11][C@H:10]([O:13][Si:14]([C:17]([CH3:20])([CH3:19])[CH3:18])([CH3:16])[CH3:15])[C@H:9]1[CH:21]([OH:28])[C:22]#[C:23][Si:24]([CH3:27])([CH3:26])[CH3:25])=[O:7])([CH3:4])([CH3:3])[CH3:2].N1C=CC=CC=1.[CH:35]1[CH:40]=[CH:39][C:38]([O:41][C:42](Cl)=[S:43])=[CH:37][CH:36]=1. Product: [C:1]([O:5][C:6]([N:8]1[CH2:12][CH2:11][C@H:10]([O:13][Si:14]([C:17]([CH3:18])([CH3:19])[CH3:20])([CH3:16])[CH3:15])[C@H:9]1[CH:21]([O:28][C:42]([O:41][C:38]1[CH:39]=[CH:40][CH:35]=[CH:36][CH:37]=1)=[S:43])[C:22]#[C:23][Si:24]([CH3:25])([CH3:26])[CH3:27])=[O:7])([CH3:4])([CH3:2])[CH3:3]. The catalyst class is: 172.